Dataset: Full USPTO retrosynthesis dataset with 1.9M reactions from patents (1976-2016). Task: Predict the reactants needed to synthesize the given product. Given the product [OH:6][C:7]1[C:8]([CH3:20])=[C:9]2[C:13](=[CH:14][CH:15]=1)[C@@H:12]([CH2:16][C:17]([O:19][CH3:22])=[O:18])[CH2:11][CH2:10]2, predict the reactants needed to synthesize it. The reactants are: B(Br)(Br)Br.C[O:6][C:7]1[C:8]([CH3:20])=[C:9]2[C:13](=[CH:14][CH:15]=1)[CH:12]([CH2:16][C:17]([O-:19])=[O:18])[CH2:11][CH2:10]2.Cl[CH2:22]Cl.